From a dataset of NCI-60 drug combinations with 297,098 pairs across 59 cell lines. Regression. Given two drug SMILES strings and cell line genomic features, predict the synergy score measuring deviation from expected non-interaction effect. (1) Drug 1: C1CC(C1)(C(=O)O)C(=O)O.[NH2-].[NH2-].[Pt+2]. Drug 2: CC1=C(C=C(C=C1)NC(=O)C2=CC=C(C=C2)CN3CCN(CC3)C)NC4=NC=CC(=N4)C5=CN=CC=C5. Cell line: KM12. Synergy scores: CSS=0.676, Synergy_ZIP=-3.94, Synergy_Bliss=-11.9, Synergy_Loewe=-12.3, Synergy_HSA=-10.7. (2) Drug 1: CC(C)(C#N)C1=CC(=CC(=C1)CN2C=NC=N2)C(C)(C)C#N. Drug 2: C1CC(=O)NC(=O)C1N2C(=O)C3=CC=CC=C3C2=O. Cell line: OVCAR3. Synergy scores: CSS=-4.38, Synergy_ZIP=3.26, Synergy_Bliss=3.54, Synergy_Loewe=-1.79, Synergy_HSA=-3.27.